From a dataset of Reaction yield outcomes from USPTO patents with 853,638 reactions. Predict the reaction yield, written as a fraction of the theoretical maximum amount of product (1.0 means a 100% yield; for example, 0.34 means a 34% yield). The reactants are Br[C:2]1[C:7](=[O:8])[N:6]([CH2:9][C:10]2[CH:15]=[CH:14][C:13]([C:16]3[C:17]([C:22]#[N:23])=[CH:18][CH:19]=[CH:20][CH:21]=3)=[CH:12][C:11]=2[F:24])[C:5]([CH2:25][CH2:26][CH3:27])=[N:4][C:3]=1[CH3:28].[CH:29]1([CH2:32][O:33][C:34]2[N:39]=[CH:38][C:37](B(O)O)=[CH:36][CH:35]=2)[CH2:31][CH2:30]1.C(=O)([O-])[O-].[Cs+].[Cs+].O1CCOCC1. The catalyst is C(OCC)(=O)C.C1C=CC(P(C2C=CC=CC=2)[C-]2C=CC=C2)=CC=1.C1C=CC(P(C2C=CC=CC=2)[C-]2C=CC=C2)=CC=1.Cl[Pd]Cl.[Fe+2].ClCCl. The product is [CH:29]1([CH2:32][O:33][C:34]2[N:39]=[CH:38][C:37]([C:2]3[C:7](=[O:8])[N:6]([CH2:9][C:10]4[CH:15]=[CH:14][C:13]([C:16]5[C:17]([C:22]#[N:23])=[CH:18][CH:19]=[CH:20][CH:21]=5)=[CH:12][C:11]=4[F:24])[C:5]([CH2:25][CH2:26][CH3:27])=[N:4][C:3]=3[CH3:28])=[CH:36][CH:35]=2)[CH2:30][CH2:31]1. The yield is 0.910.